From a dataset of Full USPTO retrosynthesis dataset with 1.9M reactions from patents (1976-2016). Predict the reactants needed to synthesize the given product. (1) Given the product [CH3:1][O:2][C:3]1[CH:4]=[CH:5][C:6]([N:9]2[CH:10]([CH3:11])[C:12](=[O:14])[N:29]([C:26]3[CH:25]=[CH:24][C:23]([O:22][CH2:21][C:15]4[CH:16]=[CH:17][CH:18]=[CH:19][CH:20]=4)=[CH:28][CH:27]=3)[C:30]2=[S:31])=[CH:7][CH:8]=1, predict the reactants needed to synthesize it. The reactants are: [CH3:1][O:2][C:3]1[CH:8]=[CH:7][C:6]([NH:9][C@H:10]([C:12]([OH:14])=O)[CH3:11])=[CH:5][CH:4]=1.[C:15]1([CH2:21][O:22][C:23]2[CH:28]=[CH:27][C:26]([N:29]=[C:30]=[S:31])=[CH:25][CH:24]=2)[CH:20]=[CH:19][CH:18]=[CH:17][CH:16]=1. (2) Given the product [CH3:47][O:50][C:7]1[CH:6]=[CH:5][CH:4]=[CH:3][C:2]=1[C:1]([NH:9][C:10]1[CH:11]=[CH:12][C:13]([C:16]2[CH:24]=[C:23]3[C:19]([CH2:20][N:21]([C@@H:26]([CH:31]([CH3:33])[CH3:32])[C:27]([O:29][CH3:30])=[O:28])[C:22]3=[O:25])=[CH:18][CH:17]=2)=[CH:14][CH:15]=1)=[O:8], predict the reactants needed to synthesize it. The reactants are: [C:1]([NH:9][C:10]1[CH:15]=[CH:14][C:13]([C:16]2[CH:24]=[C:23]3[C:19]([CH2:20][N:21]([C@@H:26]([CH:31]([CH3:33])[CH3:32])[C:27]([O:29][CH3:30])=[O:28])[C:22]3=[O:25])=[CH:18][CH:17]=2)=[CH:12][CH:11]=1)(=[O:8])[C:2]1[CH:7]=[CH:6][CH:5]=[CH:4][CH:3]=1.NC1C=CC(C2C=C3C(CN([C@@H](C(C)C)C(OC)=O)[C:47]3=[O:50])=CC=2)=CC=1.COC1C=CC=CC=1C(Cl)=O. (3) The reactants are: C([O:3][C:4](=[O:18])[CH:5]([C:11]1[C:16]([Cl:17])=[N:15][CH:14]=[CH:13][N:12]=1)C(OCC)=O)C.[OH-].[Na+].Cl.C(OCC)C. Given the product [Cl:17][C:16]1[C:11]([CH2:5][C:4]([OH:18])=[O:3])=[N:12][CH:13]=[CH:14][N:15]=1, predict the reactants needed to synthesize it.